From a dataset of Full USPTO retrosynthesis dataset with 1.9M reactions from patents (1976-2016). Predict the reactants needed to synthesize the given product. (1) Given the product [CH:22]1([CH2:25][NH:26][C:9]([NH:1][C:2]2[CH:7]=[CH:6][C:5]([OH:8])=[CH:4][CH:3]=2)=[O:10])[CH2:24][CH2:23]1, predict the reactants needed to synthesize it. The reactants are: [NH2:1][C:2]1[CH:7]=[CH:6][C:5]([OH:8])=[CH:4][CH:3]=1.[C:9](Cl)(=O)[O:10]C1C=CC([N+]([O-])=O)=CC=1.[CH:22]1([CH2:25][NH2:26])[CH2:24][CH2:23]1.C(N(CC)CC)C. (2) Given the product [C:4]([OH:5])(=[O:3])[CH3:6].[CH2:15]([O:14][C:12]([CH:10]1[CH2:11][CH:6]([C:4]([O:3][CH2:1][CH3:2])=[O:5])[CH2:7][NH:8][CH2:9]1)=[O:13])[CH3:16], predict the reactants needed to synthesize it. The reactants are: [CH2:1]([O:3][C:4]([C:6]1[CH:7]=[N:8][CH:9]=[C:10]([C:12]([O:14][CH2:15][CH3:16])=[O:13])[CH:11]=1)=[O:5])[CH3:2]. (3) Given the product [CH3:19][C:14]1([CH3:20])[C:15]([CH3:18])([CH3:17])[O:16][B:12]([C:2]2[CH:10]=[C:9]3[C:5]([CH2:6][C:7](=[O:11])[NH:8]3)=[CH:4][CH:3]=2)[O:13]1, predict the reactants needed to synthesize it. The reactants are: Br[C:2]1[CH:10]=[C:9]2[C:5]([CH2:6][C:7](=[O:11])[NH:8]2)=[CH:4][CH:3]=1.[B:12]1([B:12]2[O:16][C:15]([CH3:18])([CH3:17])[C:14]([CH3:20])([CH3:19])[O:13]2)[O:16][C:15]([CH3:18])([CH3:17])[C:14]([CH3:20])([CH3:19])[O:13]1.C([O-])(=O)C.[K+].C(Cl)Cl. (4) Given the product [C:1]([CH:3]1[CH2:4][N:5]([C:7](=[O:41])[C@H:8]([NH:10][C:11]([C:13]2[C:21]3[C:16](=[N:17][CH:18]=[C:19]([C:22]4[C:30]5[C:25](=[CH:26][C:27]([Cl:31])=[CH:28][CH:29]=5)[N:24]([CH3:32])[N:23]=4)[N:20]=3)[NH:15][CH:14]=2)=[O:12])[CH3:9])[CH2:6]1)#[N:2], predict the reactants needed to synthesize it. The reactants are: [C:1]([CH:3]1[CH2:6][N:5]([C:7](=[O:41])[C@H:8]([NH:10][C:11]([C:13]2[C:21]3[C:16](=[N:17][CH:18]=[C:19]([C:22]4[C:30]5[C:25](=[CH:26][C:27]([Cl:31])=[CH:28][CH:29]=5)[N:24]([CH3:32])[N:23]=4)[N:20]=3)[N:15](COCC[Si](C)(C)C)[CH:14]=2)=[O:12])[CH3:9])[CH2:4]1)#[N:2].FC(F)(F)C(O)=O.C(N)CN.